From a dataset of NCI-60 drug combinations with 297,098 pairs across 59 cell lines. Regression. Given two drug SMILES strings and cell line genomic features, predict the synergy score measuring deviation from expected non-interaction effect. (1) Drug 1: C1CCC(C1)C(CC#N)N2C=C(C=N2)C3=C4C=CNC4=NC=N3. Drug 2: CC1C(C(=O)NC(C(=O)N2CCCC2C(=O)N(CC(=O)N(C(C(=O)O1)C(C)C)C)C)C(C)C)NC(=O)C3=C4C(=C(C=C3)C)OC5=C(C(=O)C(=C(C5=N4)C(=O)NC6C(OC(=O)C(N(C(=O)CN(C(=O)C7CCCN7C(=O)C(NC6=O)C(C)C)C)C)C(C)C)C)N)C. Cell line: LOX IMVI. Synergy scores: CSS=10.5, Synergy_ZIP=7.04, Synergy_Bliss=12.8, Synergy_Loewe=13.8, Synergy_HSA=13.8. (2) Drug 1: CCN(CC)CCNC(=O)C1=C(NC(=C1C)C=C2C3=C(C=CC(=C3)F)NC2=O)C. Drug 2: CN(CCCl)CCCl.Cl. Cell line: MOLT-4. Synergy scores: CSS=51.8, Synergy_ZIP=-4.91, Synergy_Bliss=-4.61, Synergy_Loewe=-5.19, Synergy_HSA=-2.45. (3) Drug 1: CC1CCC2CC(C(=CC=CC=CC(CC(C(=O)C(C(C(=CC(C(=O)CC(OC(=O)C3CCCCN3C(=O)C(=O)C1(O2)O)C(C)CC4CCC(C(C4)OC)O)C)C)O)OC)C)C)C)OC. Drug 2: CC1C(C(CC(O1)OC2CC(CC3=C2C(=C4C(=C3O)C(=O)C5=CC=CC=C5C4=O)O)(C(=O)C)O)N)O. Cell line: NCI-H460. Synergy scores: CSS=49.2, Synergy_ZIP=9.39, Synergy_Bliss=5.84, Synergy_Loewe=1.36, Synergy_HSA=7.91. (4) Drug 1: C1CCC(CC1)NC(=O)N(CCCl)N=O. Drug 2: CN(CC1=CN=C2C(=N1)C(=NC(=N2)N)N)C3=CC=C(C=C3)C(=O)NC(CCC(=O)O)C(=O)O. Cell line: CCRF-CEM. Synergy scores: CSS=69.5, Synergy_ZIP=2.63, Synergy_Bliss=2.25, Synergy_Loewe=-3.03, Synergy_HSA=4.53. (5) Drug 1: CN(C)C1=NC(=NC(=N1)N(C)C)N(C)C. Drug 2: C1=CN(C=N1)CC(O)(P(=O)(O)O)P(=O)(O)O. Cell line: HOP-62. Synergy scores: CSS=-0.541, Synergy_ZIP=3.00, Synergy_Bliss=4.16, Synergy_Loewe=-1.33, Synergy_HSA=-1.59. (6) Drug 1: CC1=C2C(C(=O)C3(C(CC4C(C3C(C(C2(C)C)(CC1OC(=O)C(C(C5=CC=CC=C5)NC(=O)OC(C)(C)C)O)O)OC(=O)C6=CC=CC=C6)(CO4)OC(=O)C)OC)C)OC. Drug 2: CC1OCC2C(O1)C(C(C(O2)OC3C4COC(=O)C4C(C5=CC6=C(C=C35)OCO6)C7=CC(=C(C(=C7)OC)O)OC)O)O. Cell line: U251. Synergy scores: CSS=60.4, Synergy_ZIP=-8.24, Synergy_Bliss=-12.0, Synergy_Loewe=-8.03, Synergy_HSA=-5.66.